Predict the reaction yield, written as a fraction of the theoretical maximum amount of product (1.0 means a 100% yield; for example, 0.34 means a 34% yield). From a dataset of Reaction yield outcomes from USPTO patents with 853,638 reactions. (1) The yield is 0.511. The product is [Br:1][C:2]1[CH:10]=[C:6]([C:7]([N:20]([O:21][CH3:22])[CH3:19])=[O:8])[CH:5]=[N:4][CH:3]=1. The catalyst is C(Cl)Cl.O. The reactants are [Br:1][C:2]1[CH:3]=[N:4][CH:5]=[C:6]([CH:10]=1)[C:7](O)=[O:8].CN1C(=O)CCC1.Cl.[CH3:19][NH:20][O:21][CH3:22].C(Cl)CCl. (2) The reactants are [F:1][CH2:2][CH2:3][NH:4][CH:5]1[CH2:10][CH2:9][CH:8]([NH:11][C:12]2[C:23]3[C:22]4[CH2:21][CH2:20][CH2:19][C:18]=4[S:17][C:16]=3[N:15]=[CH:14][N:13]=2)[CH2:7][CH2:6]1.C=O.[BH-](OC(C)=O)(OC(C)=O)O[C:28](C)=O.[Na+]. The catalyst is CO. The product is [F:1][CH2:2][CH2:3][N:4]([CH3:28])[CH:5]1[CH2:10][CH2:9][CH:8]([NH:11][C:12]2[C:23]3[C:22]4[CH2:21][CH2:20][CH2:19][C:18]=4[S:17][C:16]=3[N:15]=[CH:14][N:13]=2)[CH2:7][CH2:6]1. The yield is 0.460. (3) The reactants are [F:1][C:2]1[CH:24]=[C:23]([N+:25]([O-])=O)[CH:22]=[CH:21][C:3]=1[O:4][C:5]1[CH:10]=[CH:9][N:8]=[C:7]2[CH:11]=[C:12]([C:14]3[CH2:15][CH2:16][N:17]([CH3:20])[CH2:18][CH:19]=3)[S:13][C:6]=12.[NH4+].[Cl-].O. The catalyst is CCO.[Fe]. The product is [F:1][C:2]1[CH:24]=[C:23]([CH:22]=[CH:21][C:3]=1[O:4][C:5]1[CH:10]=[CH:9][N:8]=[C:7]2[CH:11]=[C:12]([C:14]3[CH2:15][CH2:16][N:17]([CH3:20])[CH2:18][CH:19]=3)[S:13][C:6]=12)[NH2:25]. The yield is 0.670. (4) The reactants are C[O:2][C:3]1(OC)[CH2:6][CH:5]([CH2:7][O:8][CH2:9][C:10]2[CH:15]=[CH:14][CH:13]=[CH:12][CH:11]=2)[CH2:4]1.O.C1(C)C=CC(S(O)(=O)=O)=CC=1. The catalyst is CC(C)=O.O. The product is [CH2:9]([O:8][CH2:7][CH:5]1[CH2:6][C:3](=[O:2])[CH2:4]1)[C:10]1[CH:15]=[CH:14][CH:13]=[CH:12][CH:11]=1. The yield is 0.580. (5) The yield is 0.117. The catalyst is C1COCC1.CO. The reactants are Cl.[NH2:2][CH2:3][CH2:4][CH2:5][C:6]1[C:11]([C@H:12]2[CH2:16][CH2:15][CH2:14][N:13]2[C:17]2[CH:22]=[CH:21][N:20]3[N:23]=[CH:24][C:25]([C:26]([O:28]CC)=[O:27])=[C:19]3[N:18]=2)=[CH:10][C:9]([F:31])=[CH:8][N:7]=1.[OH-].[Li+]. The product is [NH2:2][CH2:3][CH2:4][CH2:5][C:6]1[C:11]([C@H:12]2[CH2:16][CH2:15][CH2:14][N:13]2[C:17]2[CH:22]=[CH:21][N:20]3[N:23]=[CH:24][C:25]([C:26]([OH:28])=[O:27])=[C:19]3[N:18]=2)=[CH:10][C:9]([F:31])=[CH:8][N:7]=1.